Predict the reaction yield, written as a fraction of the theoretical maximum amount of product (1.0 means a 100% yield; for example, 0.34 means a 34% yield). From a dataset of Reaction yield outcomes from USPTO patents with 853,638 reactions. (1) The reactants are [CH3:1][C:2]1[NH:6][C:5]2[C:7]([C:17]([O:19]C)=[O:18])=[CH:8][C:9]([N:11]3[CH2:16][CH2:15][O:14][CH2:13][CH2:12]3)=[CH:10][C:4]=2[N:3]=1.Br[CH:22]([C:24]1[CH:29]=[CH:28][CH:27]=[C:26]([Cl:30])[C:25]=1[CH3:31])[CH3:23].C(=O)([O-])[O-].[K+].[K+].[OH-].[Li+]. The catalyst is CN(C)C=O.O1CCCC1.O. The product is [Cl:30][C:26]1[C:25]([CH3:31])=[C:24]([CH:22]([N:3]2[C:4]3[CH:10]=[C:9]([N:11]4[CH2:12][CH2:13][O:14][CH2:15][CH2:16]4)[CH:8]=[C:7]([C:17]([OH:19])=[O:18])[C:5]=3[N:6]=[C:2]2[CH3:1])[CH3:23])[CH:29]=[CH:28][CH:27]=1. The yield is 0.120. (2) No catalyst specified. The yield is 0.140. The reactants are ClC1C=C(C)C=CC=1C1N(C[C@@H]2CCCNC2)C2N=C(NCC3C=CC(F)=C(F)C=3)N=CC=2C=1.[Cl:35][C:36]1[CH:41]=[C:40]([F:42])[CH:39]=[C:38]([Cl:43])[C:37]=1[C:44]1[N:62]([CH2:63][C@@H:64]2[CH2:69][CH2:68][CH2:67][N:66](C(OC(C)(C)C)=O)[CH2:65]2)[C:47]2[N:48]=[C:49]([NH:52][CH2:53][C:54]3[CH:59]=[CH:58][C:57]([F:60])=[C:56]([F:61])[CH:55]=3)[N:50]=[CH:51][C:46]=2[CH:45]=1. The product is [Cl:43][C:38]1[CH:39]=[C:40]([F:42])[CH:41]=[C:36]([Cl:35])[C:37]=1[C:44]1[N:62]([CH2:63][C@@H:64]2[CH2:69][CH2:68][CH2:67][NH:66][CH2:65]2)[C:47]2[N:48]=[C:49]([NH:52][CH2:53][C:54]3[CH:59]=[CH:58][C:57]([F:60])=[C:56]([F:61])[CH:55]=3)[N:50]=[CH:51][C:46]=2[CH:45]=1. (3) The reactants are [Cl:1][C:2]1[CH:3]=[C:4]2[C:8](=[CH:9][CH:10]=1)[NH:7][C:6]1[CH:11]([C:16]([O:18]C)=O)[CH2:12][CH2:13][CH2:14][CH2:15][C:5]2=1.[NH3:20]. The catalyst is CO. The product is [Cl:1][C:2]1[CH:3]=[C:4]2[C:8](=[CH:9][CH:10]=1)[NH:7][C:6]1[CH:11]([C:16]([NH2:20])=[O:18])[CH2:12][CH2:13][CH2:14][CH2:15][C:5]2=1. The yield is 0.210. (4) The yield is 0.910. The reactants are [NH2:1][CH2:2][CH:3]1[CH2:8][CH2:7][O:6][CH2:5][CH2:4]1.C(N(CC)CC)C.[C:16](O[C:16]([O:18][C:19]([CH3:22])([CH3:21])[CH3:20])=[O:17])([O:18][C:19]([CH3:22])([CH3:21])[CH3:20])=[O:17].O. The catalyst is O1CCCC1.C(OCC)(=O)C. The product is [O:6]1[CH2:7][CH2:8][CH:3]([CH2:2][NH:1][C:16](=[O:17])[O:18][C:19]([CH3:22])([CH3:21])[CH3:20])[CH2:4][CH2:5]1. (5) The reactants are N#N.C[O:4][C:5]1[CH:10]=[C:9]([O:11]C)[CH:8]=[CH:7][C:6]=1[C:13]1[CH:18]=[CH:17][CH:16]=[C:15]([C:19]([NH:21][C:22]2[CH:27]=[CH:26][CH:25]=[CH:24][C:23]=2[C:28]2[S:32][C:31]([CH2:33][C:34]([OH:36])=[O:35])=[CH:30][CH:29]=2)=[O:20])[CH:14]=1.B(Br)(Br)Br.O.Cl[CH2:43]Cl. The catalyst is CO. The product is [OH:4][C:5]1[CH:10]=[C:9]([OH:11])[CH:8]=[CH:7][C:6]=1[C:13]1[CH:18]=[CH:17][CH:16]=[C:15]([C:19]([NH:21][C:22]2[CH:27]=[CH:26][CH:25]=[CH:24][C:23]=2[C:28]2[S:32][C:31]([CH2:33][C:34]([OH:36])=[O:35])=[CH:30][CH:29]=2)=[O:20])[CH:14]=1.[CH3:43][O:36][C:34](=[O:35])[CH2:33][C:31]1[S:32][C:28]([C:23]2[CH:24]=[CH:25][CH:26]=[CH:27][C:22]=2[NH:21][C:19]([C:15]2[CH:14]=[C:13]([C:6]3[CH:7]=[CH:8][C:9]([OH:11])=[CH:10][C:5]=3[OH:4])[CH:18]=[CH:17][CH:16]=2)=[O:20])=[CH:29][CH:30]=1. The yield is 0.0800.